Dataset: NCI-60 drug combinations with 297,098 pairs across 59 cell lines. Task: Regression. Given two drug SMILES strings and cell line genomic features, predict the synergy score measuring deviation from expected non-interaction effect. Drug 1: CC=C1C(=O)NC(C(=O)OC2CC(=O)NC(C(=O)NC(CSSCCC=C2)C(=O)N1)C(C)C)C(C)C. Drug 2: CC1=C(N=C(N=C1N)C(CC(=O)N)NCC(C(=O)N)N)C(=O)NC(C(C2=CN=CN2)OC3C(C(C(C(O3)CO)O)O)OC4C(C(C(C(O4)CO)O)OC(=O)N)O)C(=O)NC(C)C(C(C)C(=O)NC(C(C)O)C(=O)NCCC5=NC(=CS5)C6=NC(=CS6)C(=O)NCCC[S+](C)C)O. Cell line: NCI-H460. Synergy scores: CSS=53.9, Synergy_ZIP=0.677, Synergy_Bliss=0.656, Synergy_Loewe=-0.821, Synergy_HSA=2.77.